This data is from Peptide-MHC class I binding affinity with 185,985 pairs from IEDB/IMGT. The task is: Regression. Given a peptide amino acid sequence and an MHC pseudo amino acid sequence, predict their binding affinity value. This is MHC class I binding data. The peptide sequence is FEREGYSL. The MHC is HLA-B44:02 with pseudo-sequence HLA-B44:02. The binding affinity (normalized) is 0.183.